From a dataset of Full USPTO retrosynthesis dataset with 1.9M reactions from patents (1976-2016). Predict the reactants needed to synthesize the given product. (1) Given the product [Cl:17][C:14]1[CH:15]=[CH:16][C:11]([N:8]2[CH2:9][CH2:10][N:5]([C:3](=[O:4])[CH2:2][N:39]3[CH2:40][CH:32]([C:20]4[CH:21]=[CH:22][CH:23]=[CH:24][CH:25]=4)[O:33][C:41]3=[O:42])[CH2:6][CH2:7]2)=[CH:12][C:13]=1[O:18][CH3:19], predict the reactants needed to synthesize it. The reactants are: Cl[CH2:2][C:3]([N:5]1[CH2:10][CH2:9][N:8]([C:11]2[CH:16]=[CH:15][C:14]([Cl:17])=[C:13]([O:18][CH3:19])[CH:12]=2)[CH2:7][CH2:6]1)=[O:4].[C:20]1(N2CCOC2=O)[CH:25]=[CH:24][CH:23]=[CH:22][CH:21]=1.[C:32]([O-])([O-])=[O:33].[Cs+].[Cs+].C[N:39]([CH:41]=[O:42])[CH3:40]. (2) The reactants are: [OH:1][C:2]1[C:9]([N+:10]([O-:12])=[O:11])=[CH:8][C:7]([O:13][CH3:14])=[CH:6][C:3]=1[CH:4]=[O:5].C(N(CC)CC)C.[F:22][C:23]([F:36])([F:35])[S:24](O[S:24]([C:23]([F:36])([F:35])[F:22])(=[O:26])=[O:25])(=[O:26])=[O:25]. Given the product [F:22][C:23]([F:36])([F:35])[S:24]([O:1][C:2]1[C:9]([N+:10]([O-:12])=[O:11])=[CH:8][C:7]([O:13][CH3:14])=[CH:6][C:3]=1[CH:4]=[O:5])(=[O:26])=[O:25], predict the reactants needed to synthesize it. (3) The reactants are: Cl[C:2]1[C:11]2[C:6](=[C:7]([N+:12]([O-])=O)[CH:8]=[CH:9][CH:10]=2)[N:5]=[CH:4][CH:3]=1. Given the product [N:5]1[C:6]2[C:11](=[CH:10][CH:9]=[CH:8][C:7]=2[NH2:12])[CH:2]=[CH:3][CH:4]=1, predict the reactants needed to synthesize it. (4) Given the product [C:1]1([S:7]([N:10]2[C:14]3=[N:15][CH:16]=[C:17]([N+:20]([O-:22])=[O:21])[C:18]([NH:31][CH:28]4[CH2:29][CH2:30][C:25]([F:32])([F:24])[CH2:26][CH2:27]4)=[C:13]3[CH:12]=[CH:11]2)(=[O:9])=[O:8])[CH:6]=[CH:5][CH:4]=[CH:3][CH:2]=1, predict the reactants needed to synthesize it. The reactants are: [C:1]1([S:7]([N:10]2[C:14]3=[N:15][CH:16]=[C:17]([N+:20]([O-:22])=[O:21])[C:18](Cl)=[C:13]3[CH:12]=[CH:11]2)(=[O:9])=[O:8])[CH:6]=[CH:5][CH:4]=[CH:3][CH:2]=1.Cl.[F:24][C:25]1([F:32])[CH2:30][CH2:29][CH:28]([NH2:31])[CH2:27][CH2:26]1.C(N(C(C)C)CC)(C)C. (5) The reactants are: [Cl:1][C:2]1[C:3]([F:18])=[C:4]([C:8](=[O:17])[C:9](=[N+:15]=[N-:16])[C:10]([O:12][CH2:13][CH3:14])=[O:11])[CH:5]=[CH:6][CH:7]=1.C(P(CCCC)CCCC)CCC. Given the product [CH2:13]([O:12][C:10](=[O:11])[C:9](=[N:15][NH2:16])[C:8]([C:4]1[CH:5]=[CH:6][CH:7]=[C:2]([Cl:1])[C:3]=1[F:18])=[O:17])[CH3:14], predict the reactants needed to synthesize it. (6) Given the product [F:29][C:26]1[CH:25]=[C:17]([CH:16]=[C:15]([F:14])[C:27]=1[F:28])[CH2:18][N:19]1[CH:23]=[CH:22][C:21]([NH:24][CH:10]2[CH2:11][CH2:12][N:7]([C:5]3[S:4][N:3]=[C:2]([CH3:1])[N:6]=3)[CH2:8][CH2:9]2)=[N:20]1, predict the reactants needed to synthesize it. The reactants are: [CH3:1][C:2]1[N:6]=[C:5]([N:7]2[CH2:12][CH2:11][C:10](=O)[CH2:9][CH2:8]2)[S:4][N:3]=1.[F:14][C:15]1[CH:16]=[C:17]([CH:25]=[C:26]([F:29])[C:27]=1[F:28])[CH2:18][N:19]1[CH:23]=[CH:22][C:21]([NH2:24])=[N:20]1.